Dataset: Catalyst prediction with 721,799 reactions and 888 catalyst types from USPTO. Task: Predict which catalyst facilitates the given reaction. Reactant: OC(C(F)(F)F)=O.[NH2:8][C@@H:9]1[CH2:13][CH2:12][CH2:11][C@H:10]1[OH:14].[Cl:15][C:16]1[CH:17]=[CH:18][C:19]([C@@:22]([NH:44][C:45](=O)[O:46]C2C=CC([N+]([O-])=O)=CC=2)([C:30]2[CH:35]=[C:34]([O:36][C:37]([F:42])([F:41])[CH:38]([F:40])[F:39])[CH:33]=[C:32]([F:43])[CH:31]=2)[CH2:23][C:24]2[CH:29]=[CH:28][CH:27]=[CH:26][CH:25]=2)=[N:20][CH:21]=1. Product: [Cl:15][C:16]1[CH:17]=[CH:18][C:19]([C@@:22]([NH:44][C:45]([NH:8][C@@H:9]2[CH2:13][CH2:12][CH2:11][C@H:10]2[OH:14])=[O:46])([C:30]2[CH:35]=[C:34]([O:36][C:37]([F:42])([F:41])[CH:38]([F:40])[F:39])[CH:33]=[C:32]([F:43])[CH:31]=2)[CH2:23][C:24]2[CH:29]=[CH:28][CH:27]=[CH:26][CH:25]=2)=[N:20][CH:21]=1. The catalyst class is: 2.